This data is from Full USPTO retrosynthesis dataset with 1.9M reactions from patents (1976-2016). The task is: Predict the reactants needed to synthesize the given product. (1) The reactants are: [F:1][C:2]1[CH:7]=[CH:6][C:5]([NH:8][NH2:9])=[CH:4][CH:3]=1.[OH:10][C:11]1[C:18]([OH:19])=[CH:17][CH:16]=[CH:15][C:12]=1[CH:13]=O. Given the product [F:1][C:2]1[CH:7]=[CH:6][C:5]([NH:8][N:9]=[CH:13][C:12]2[CH:15]=[CH:16][CH:17]=[C:18]([OH:19])[C:11]=2[OH:10])=[CH:4][CH:3]=1, predict the reactants needed to synthesize it. (2) Given the product [CH2:7]([O:14][C:15]([NH:17][C@@H:18]([C:22]([CH3:23])([S:25][C:27]1[CH:32]=[CH:31][CH:30]=[CH:29][C:28]=1[N+:33]([O-:35])=[O:34])[CH3:24])[C:19]([OH:21])=[O:20])=[O:16])[C:8]1[CH:9]=[CH:10][CH:11]=[CH:12][CH:13]=1, predict the reactants needed to synthesize it. The reactants are: C([O-])(O)=O.[Na+].O.[CH2:7]([O:14][C:15]([NH:17][C@@H:18]([C:22]([SH:25])([CH3:24])[CH3:23])[C:19]([OH:21])=[O:20])=[O:16])[C:8]1[CH:13]=[CH:12][CH:11]=[CH:10][CH:9]=1.F[C:27]1[CH:32]=[CH:31][CH:30]=[CH:29][C:28]=1[N+:33]([O-:35])=[O:34].